Dataset: NCI-60 drug combinations with 297,098 pairs across 59 cell lines. Task: Regression. Given two drug SMILES strings and cell line genomic features, predict the synergy score measuring deviation from expected non-interaction effect. (1) Drug 1: COC1=CC(=CC(=C1O)OC)C2C3C(COC3=O)C(C4=CC5=C(C=C24)OCO5)OC6C(C(C7C(O6)COC(O7)C8=CC=CS8)O)O. Drug 2: C(CCl)NC(=O)N(CCCl)N=O. Cell line: MDA-MB-231. Synergy scores: CSS=30.4, Synergy_ZIP=-11.1, Synergy_Bliss=-3.53, Synergy_Loewe=-13.5, Synergy_HSA=-2.27. (2) Drug 1: CC1=C2C(C(=O)C3(C(CC4C(C3C(C(C2(C)C)(CC1OC(=O)C(C(C5=CC=CC=C5)NC(=O)C6=CC=CC=C6)O)O)OC(=O)C7=CC=CC=C7)(CO4)OC(=O)C)O)C)OC(=O)C. Drug 2: C(CN)CNCCSP(=O)(O)O. Cell line: KM12. Synergy scores: CSS=49.5, Synergy_ZIP=14.5, Synergy_Bliss=11.7, Synergy_Loewe=-43.6, Synergy_HSA=9.41. (3) Drug 2: C1CN1P(=S)(N2CC2)N3CC3. Synergy scores: CSS=41.3, Synergy_ZIP=0.693, Synergy_Bliss=2.59, Synergy_Loewe=-11.2, Synergy_HSA=4.74. Drug 1: C1CCC(CC1)NC(=O)N(CCCl)N=O. Cell line: SF-539. (4) Drug 1: CC1=C(C=C(C=C1)C(=O)NC2=CC(=CC(=C2)C(F)(F)F)N3C=C(N=C3)C)NC4=NC=CC(=N4)C5=CN=CC=C5. Drug 2: C1CN1C2=NC(=NC(=N2)N3CC3)N4CC4. Cell line: UACC-257. Synergy scores: CSS=12.3, Synergy_ZIP=-4.33, Synergy_Bliss=-2.73, Synergy_Loewe=-2.07, Synergy_HSA=-1.60. (5) Drug 1: COC1=C(C=C2C(=C1)N=CN=C2NC3=CC(=C(C=C3)F)Cl)OCCCN4CCOCC4. Drug 2: C1=CN(C=N1)CC(O)(P(=O)(O)O)P(=O)(O)O. Cell line: SF-539. Synergy scores: CSS=7.30, Synergy_ZIP=-5.34, Synergy_Bliss=-7.23, Synergy_Loewe=-4.04, Synergy_HSA=-4.15. (6) Drug 1: CC1C(C(CC(O1)OC2CC(CC3=C2C(=C4C(=C3O)C(=O)C5=C(C4=O)C(=CC=C5)OC)O)(C(=O)CO)O)N)O.Cl. Drug 2: CC1C(C(CC(O1)OC2CC(CC3=C2C(=C4C(=C3O)C(=O)C5=C(C4=O)C(=CC=C5)OC)O)(C(=O)CO)O)N)O.Cl. Cell line: COLO 205. Synergy scores: CSS=63.8, Synergy_ZIP=-2.60, Synergy_Bliss=0.871, Synergy_Loewe=3.56, Synergy_HSA=4.99. (7) Drug 1: CS(=O)(=O)CCNCC1=CC=C(O1)C2=CC3=C(C=C2)N=CN=C3NC4=CC(=C(C=C4)OCC5=CC(=CC=C5)F)Cl. Drug 2: CCN(CC)CCNC(=O)C1=C(NC(=C1C)C=C2C3=C(C=CC(=C3)F)NC2=O)C. Cell line: HT29. Synergy scores: CSS=2.98, Synergy_ZIP=5.16, Synergy_Bliss=16.0, Synergy_Loewe=0.615, Synergy_HSA=1.23. (8) Drug 1: CC(C1=C(C=CC(=C1Cl)F)Cl)OC2=C(N=CC(=C2)C3=CN(N=C3)C4CCNCC4)N. Drug 2: C1=CC(=C2C(=C1NCCNCCO)C(=O)C3=C(C=CC(=C3C2=O)O)O)NCCNCCO. Cell line: U251. Synergy scores: CSS=55.0, Synergy_ZIP=5.01, Synergy_Bliss=4.49, Synergy_Loewe=-20.4, Synergy_HSA=4.78. (9) Drug 1: CC(CN1CC(=O)NC(=O)C1)N2CC(=O)NC(=O)C2. Drug 2: CNC(=O)C1=NC=CC(=C1)OC2=CC=C(C=C2)NC(=O)NC3=CC(=C(C=C3)Cl)C(F)(F)F. Cell line: MDA-MB-231. Synergy scores: CSS=51.9, Synergy_ZIP=-3.09, Synergy_Bliss=-2.59, Synergy_Loewe=-22.8, Synergy_HSA=-0.279.